This data is from Forward reaction prediction with 1.9M reactions from USPTO patents (1976-2016). The task is: Predict the product of the given reaction. (1) Given the reactants [CH3:1][CH:2]([CH3:59])[C@H:3]([NH:54][C:55](=[O:58])[O:56][CH3:57])[C:4](=[O:53])[N:5]1[CH2:9][CH2:8][CH2:7][C@H:6]1[C:10]1[NH:11][C:12]([C:15]2[CH:24]=[CH:23][C:22]3[C:17](=[CH:18][CH:19]=[C:20]([C:25]4[CH:30]=[CH:29][C:28]([C:31]5[NH:35][C:34]([C@@H:36]6[CH2:40][CH2:39][CH2:38][N:37]6[C:41]([C@H:43]6[C:52]7[C:47](=[CH:48][CH:49]=[CH:50][CH:51]=7)[CH2:46][CH2:45][NH:44]6)=[O:42])=[N:33][CH:32]=5)=[CH:27][CH:26]=4)[CH:21]=3)[CH:16]=2)=[CH:13][N:14]=1.[CH2:60]=O, predict the reaction product. The product is: [CH3:1][CH:2]([CH3:59])[C@H:3]([NH:54][C:55](=[O:58])[O:56][CH3:57])[C:4]([N:5]1[CH2:9][CH2:8][CH2:7][C@H:6]1[C:10]1[NH:11][C:12]([C:15]2[CH:24]=[CH:23][C:22]3[C:17](=[CH:18][CH:19]=[C:20]([C:25]4[CH:30]=[CH:29][C:28]([C:31]5[NH:35][C:34]([C@@H:36]6[CH2:40][CH2:39][CH2:38][N:37]6[C:41]([C@H:43]6[C:52]7[C:47](=[CH:48][CH:49]=[CH:50][CH:51]=7)[CH2:46][CH2:45][N:44]6[CH3:60])=[O:42])=[N:33][CH:32]=5)=[CH:27][CH:26]=4)[CH:21]=3)[CH:16]=2)=[CH:13][N:14]=1)=[O:53]. (2) Given the reactants [Cl:1][C:2]1[N:3]=[C:4]([N:13]2[CH2:18][CH2:17][O:16][CH2:15][CH2:14]2)[C:5]2[S:10][C:9]([CH:11]=O)=[CH:8][C:6]=2[N:7]=1.[CH3:19][N:20]([CH3:28])[S:21]([CH2:24][CH2:25][CH2:26][NH2:27])(=[O:23])=[O:22], predict the reaction product. The product is: [CH3:19][N:20]([CH3:28])[S:21]([CH2:24][CH2:25][CH2:26][NH:27][CH2:11][C:9]1[S:10][C:5]2[C:4]([N:13]3[CH2:18][CH2:17][O:16][CH2:15][CH2:14]3)=[N:3][C:2]([Cl:1])=[N:7][C:6]=2[CH:8]=1)(=[O:23])=[O:22]. (3) Given the reactants CO[N:3](C)[C:4]([C@H:6]1[CH2:11][CH2:10][CH2:9][N:8](C(OC(C)(C)C)=O)[CH2:7]1)=O.B1(C)O[C:26]([C:34]2[CH:39]=[CH:38][CH:37]=[CH:36][CH:35]=2)([C:28]2[CH:33]=[CH:32]C=CC=2)[C@@H]2N1CCC2.[CH3:41][C:42]1[NH:46]N=[N:44][N:43]=1.N1C=NN=N1, predict the reaction product. The product is: [CH3:41][C:42]1[N:43]=[N:44][N:3]([C@H:4]([C:33]2[CH:28]=[CH:26][C:34]3[C:35](=[CH:36][CH:37]=[CH:38][CH:39]=3)[CH:32]=2)[C@H:6]2[CH2:11][CH2:10][CH2:9][NH:8][CH2:7]2)[N:46]=1. (4) Given the reactants [F:1][C:2]1[CH:7]=[C:6]([N+:8]([O-:10])=[O:9])[CH:5]=[CH:4][C:3]=1[NH:11][C@H:12]([CH2:15][CH3:16])[CH2:13][OH:14].C(O[CH:20](O)[C:21]([F:24])([F:23])[F:22])C.C1(C)C=CC(S(O)(=O)=O)=CC=1, predict the reaction product. The product is: [F:1][C:2]1[CH:7]=[C:6]([N+:8]([O-:10])=[O:9])[CH:5]=[CH:4][C:3]=1[N:11]1[C@H:12]([CH2:15][CH3:16])[CH2:13][O:14][CH:20]1[C:21]([F:24])([F:23])[F:22]. (5) Given the reactants [OH:1][C:2]1[CH:3]=[C:4]([CH:9]=[C:10]([O:12][CH2:13][C:14]2[CH:19]=[CH:18][CH:17]=[CH:16][CH:15]=2)[CH:11]=1)[C:5]([O:7][CH3:8])=[O:6].N#N.C(=O)([O-])[O-].[K+].[K+].Br[CH:29]1[CH2:33][CH2:32][N:31]([CH3:34])[C:30]1=[O:35], predict the reaction product. The product is: [CH2:13]([O:12][C:10]1[CH:9]=[C:4]([CH:3]=[C:2]([O:1][CH:29]2[CH2:33][CH2:32][N:31]([CH3:34])[C:30]2=[O:35])[CH:11]=1)[C:5]([O:7][CH3:8])=[O:6])[C:14]1[CH:19]=[CH:18][CH:17]=[CH:16][CH:15]=1.